Predict the product of the given reaction. From a dataset of Forward reaction prediction with 1.9M reactions from USPTO patents (1976-2016). (1) Given the reactants [Cl:1][C:2]1[N:10]=[C:9]2[C:5]([N:6]=[C:7]([CH2:13][N:14]3[CH2:19][CH2:18][CH:17](N4CC(F)(F)C4)[CH2:16][CH2:15]3)[N:8]2[CH2:11][CH3:12])=[C:4]([N:26]2[CH2:31][CH2:30][O:29][CH2:28][CH2:27]2)[N:3]=1.[NH:32]1[CH:36]=[CH:35][C:34](C2CCNCC2)=[N:33]1, predict the reaction product. The product is: [Cl:1][C:2]1[N:10]=[C:9]2[C:5]([N:6]=[C:7]([CH2:13][N:14]3[CH2:19][CH2:18][CH:17]([C:36]4[CH:35]=[CH:34][NH:33][N:32]=4)[CH2:16][CH2:15]3)[N:8]2[CH2:11][CH3:12])=[C:4]([N:26]2[CH2:27][CH2:28][O:29][CH2:30][CH2:31]2)[N:3]=1. (2) Given the reactants N[C@@H:2]1[CH2:6][CH2:5][N:4]([CH2:7][CH2:8][CH2:9][O:10][C:11]2[CH:16]=[CH:15][C:14]([C:17]3[CH:22]=[CH:21][C:20]([C:23]#[N:24])=[CH:19][CH:18]=3)=[CH:13][CH:12]=2)[CH2:3]1.N1CC[C@@H]([OH:30])C1.C(=O)([O-])[O-].[K+].[K+].[I-].[K+], predict the reaction product. The product is: [OH:30][C@@H:2]1[CH2:6][CH2:5][N:4]([CH2:7][CH2:8][CH2:9][O:10][C:11]2[CH:16]=[CH:15][C:14]([C:17]3[CH:22]=[CH:21][C:20]([C:23]#[N:24])=[CH:19][CH:18]=3)=[CH:13][CH:12]=2)[CH2:3]1. (3) Given the reactants [CH3:1][O:2][C:3](=[O:17])[C:4]1[CH:9]=[CH:8][C:7]([O:10][C:11]2[S:12][CH:13]=[N:14][N:15]=2)=[CH:6][C:5]=1[OH:16].N1C=CC=CC=1.[O:24](S(C(F)(F)F)(=O)=O)[S:25]([C:28]([F:31])([F:30])[F:29])(=O)=[O:26], predict the reaction product. The product is: [CH3:1][O:2][C:3](=[O:17])[C:4]1[CH:9]=[CH:8][C:7]([O:10][C:11]2[S:12][CH:13]=[N:14][N:15]=2)=[CH:6][C:5]=1[O:16][S:25]([C:28]([F:31])([F:30])[F:29])(=[O:26])=[O:24]. (4) Given the reactants C(=O)([O-])[O-].[K+].[K+].Br[CH2:8][CH2:9]Br.[CH:11]1[C:20]2[C:15](=[CH:16][CH:17]=[CH:18][CH:19]=2)[CH:14]=[CH:13][C:12]=1[S:21]([CH2:24][C:25]([O:27][CH3:28])=[O:26])(=[O:23])=[O:22].C(Cl)Cl, predict the reaction product. The product is: [CH:11]1[C:20]2[C:15](=[CH:16][CH:17]=[CH:18][CH:19]=2)[CH:14]=[CH:13][C:12]=1[S:21]([C:24]1([C:25]([O:27][CH3:28])=[O:26])[CH2:9][CH2:8]1)(=[O:23])=[O:22].